Task: Predict which catalyst facilitates the given reaction.. Dataset: Catalyst prediction with 721,799 reactions and 888 catalyst types from USPTO (1) Reactant: [C:1]([O:5][C:6]([NH:8][CH:9]1[CH2:13][CH2:12][C:11]([Sn](CCCC)(CCCC)CCCC)=[CH:10]1)=[O:7])([CH3:4])([CH3:3])[CH3:2].Cl[C:28]1[N:36]2[C:32](=[N:33][C:34]3[CH:40]=[CH:39][CH:38]=[CH:37][C:35]=32)[C:31]([C:41]#[N:42])=[C:30]([CH3:43])[C:29]=1[CH2:44][CH3:45].C(C1C=C(C)C=C(C(C)(C)C)C=1O)(C)(C)C. Product: [C:1]([O:5][C:6]([NH:8][CH:9]1[CH2:13][CH2:12][C:11]([C:28]2[N:36]3[C:32](=[N:33][C:34]4[CH:40]=[CH:39][CH:38]=[CH:37][C:35]=43)[C:31]([C:41]#[N:42])=[C:30]([CH3:43])[C:29]=2[CH2:44][CH3:45])=[CH:10]1)=[O:7])([CH3:2])([CH3:3])[CH3:4]. The catalyst class is: 12. (2) Reactant: C([O:8][C:9]1[CH:14]=[C:13]([CH2:15][C:16]2[S:17][CH:18]=[CH:19][N:20]=2)[CH:12]=[CH:11][C:10]=1[N:21]1[S:25](=[O:27])(=[O:26])[NH:24][C:23](=[O:28])[CH2:22]1)C1C=CC=CC=1.B(Br)(Br)Br. Product: [OH:8][C:9]1[CH:14]=[C:13]([CH2:15][C:16]2[S:17][CH:18]=[CH:19][N:20]=2)[CH:12]=[CH:11][C:10]=1[N:21]1[S:25](=[O:27])(=[O:26])[NH:24][C:23](=[O:28])[CH2:22]1. The catalyst class is: 2.